From a dataset of Forward reaction prediction with 1.9M reactions from USPTO patents (1976-2016). Predict the product of the given reaction. (1) Given the reactants [CH:1]([CH:3]1[CH2:8][CH2:7][CH:6]([CH:9]=[CH2:10])[CH2:5][CH:4]1[CH:11]=[CH2:12])=[CH2:2].[CH3:13][O:14][SiH:15]([O:18][CH3:19])[O:16][CH3:17], predict the reaction product. The product is: [CH3:13][O:14][Si:15]([O:18][CH3:19])([O:16][CH3:17])[CH2:2][CH2:1][CH:3]1[CH2:8][CH2:7][CH:6]([CH2:9][CH2:10][Si:15]([O:18][CH3:19])([O:16][CH3:17])[O:14][CH3:13])[CH2:5][CH:4]1[CH2:11][CH2:12][Si:15]([O:18][CH3:19])([O:16][CH3:17])[O:14][CH3:13]. (2) Given the reactants [Cl:1][C:2]1[CH:3]=[C:4]2[C:9](=[CH:10][C:11]=1[C:12]([N:14]1[CH2:18][CH2:17][CH2:16][CH2:15]1)=[O:13])[N:8]=[CH:7][N:6]=[C:5]2[NH:19][CH:20]([C:26]1[N:30](C(OC(C)(C)C)=O)[C:29]2[CH:38]=[CH:39][C:40]([Cl:42])=[CH:41][C:28]=2[N:27]=1)[CH2:21][CH2:22][C:23](O)=[O:24].[NH2:43][CH:44]1[CH2:49][CH2:48][CH2:47][CH2:46][N:45]1C(OC(C)(C)C)=O.CN(C(ON1N=NC2C=CC=CC1=2)=[N+](C)C)C.[B-](F)(F)(F)F.FC(F)(F)C(O)=O, predict the reaction product. The product is: [Cl:1][C:2]1[CH:3]=[C:4]2[C:9](=[CH:10][C:11]=1[C:12]([N:14]1[CH2:15][CH2:16][CH2:17][CH2:18]1)=[O:13])[N:8]=[CH:7][N:6]=[C:5]2[NH:19][CH:20]([C:26]1[NH:30][C:29]2[CH:38]=[CH:39][C:40]([Cl:42])=[CH:41][C:28]=2[N:27]=1)[CH2:21][CH2:22][C:23]([NH:43][CH:44]1[CH2:49][CH2:48][CH2:47][CH2:46][NH:45]1)=[O:24]. (3) Given the reactants C[O:2][C:3]1[CH:26]=[CH:25][C:6]2[CH2:7][C@H:8]3[N:13]([CH2:14][CH:15]4[CH2:17][CH2:16]4)[CH2:12][CH2:11][C@:10]45[C@H:18]([C:20]([CH2:22][CH2:23][C@@:9]34[OH:24])=[O:21])[O:19][C:4]=1[C:5]=25.B(Br)(Br)Br, predict the reaction product. The product is: [CH:25]1[C:6]2[CH2:7][C@H:8]3[N:13]([CH2:14][CH:15]4[CH2:17][CH2:16]4)[CH2:12][CH2:11][C@:10]45[C@H:18]([C:20]([CH2:22][CH2:23][C@@:9]34[OH:24])=[O:21])[O:19][C:4]([C:5]=25)=[C:3]([OH:2])[CH:26]=1. (4) Given the reactants C(O)(C(F)(F)F)=O.[NH2:8][CH2:9][CH2:10][CH2:11][C:12]1[C:20]2[C:15](=[C:16]([Cl:37])[CH:17]=[CH:18][C:19]=2[NH:21][C:22]2[C:30]3[C:25](=[CH:26][N:27]=[CH:28][CH:29]=3)[O:24][C:23]=2[C:31]2[N:36]=[CH:35][CH:34]=[CH:33][N:32]=2)[N:14](C(OC(C)(C)C)=O)[N:13]=1, predict the reaction product. The product is: [NH2:8][CH2:9][CH2:10][CH2:11][C:12]1[C:20]2[C:19]([NH:21][C:22]3[C:30]4[C:25](=[CH:26][N:27]=[CH:28][CH:29]=4)[O:24][C:23]=3[C:31]3[N:32]=[CH:33][CH:34]=[CH:35][N:36]=3)=[CH:18][CH:17]=[C:16]([Cl:37])[C:15]=2[NH:14][N:13]=1. (5) Given the reactants [C:1]([CH2:3][C:4]1[CH:5]=[C:6]([CH:12]=[C:13]([C:15]([N:17]([CH2:21][CH2:22][CH3:23])[CH2:18][CH2:19][CH3:20])=[O:16])[CH:14]=1)[C:7]([O:9]CC)=[O:8])#[N:2].O.[OH-].[Li+].Cl, predict the reaction product. The product is: [C:1]([CH2:3][C:4]1[CH:5]=[C:6]([CH:12]=[C:13]([C:15]([N:17]([CH2:18][CH2:19][CH3:20])[CH2:21][CH2:22][CH3:23])=[O:16])[CH:14]=1)[C:7]([OH:9])=[O:8])#[N:2].